Dataset: Full USPTO retrosynthesis dataset with 1.9M reactions from patents (1976-2016). Task: Predict the reactants needed to synthesize the given product. (1) Given the product [Cl:21][C:11]([C:10]1[CH:9]=[C:8]([CH:16]=[CH:15][CH:14]=1)[CH2:7][S:6][CH2:5][CH2:4][C:3]([O:2][CH3:1])=[O:17])=[O:12], predict the reactants needed to synthesize it. The reactants are: [CH3:1][O:2][C:3](=[O:17])[CH2:4][CH2:5][S:6][CH2:7][C:8]1[CH:9]=[C:10]([CH:14]=[CH:15][CH:16]=1)[C:11](O)=[O:12].C(Cl)(=O)C([Cl:21])=O. (2) Given the product [CH2:10]([O:17][C:18]([NH:20][C@H:21]([C:25]([O:5][CH2:4][C:3]([CH2:6][CH3:7])([CH2:1][CH3:2])[CH2:8][OH:9])=[O:26])[CH:22]([CH3:24])[CH3:23])=[O:19])[C:11]1[CH:16]=[CH:15][CH:14]=[CH:13][CH:12]=1, predict the reactants needed to synthesize it. The reactants are: [CH2:1]([C:3]([CH2:8][OH:9])([CH2:6][CH3:7])[CH2:4][OH:5])[CH3:2].[CH2:10]([O:17][C:18]([NH:20][C@H:21]([C:25](O)=[O:26])[CH:22]([CH3:24])[CH3:23])=[O:19])[C:11]1[CH:16]=[CH:15][CH:14]=[CH:13][CH:12]=1.C1(N=C=NC2CCCCC2)CCCCC1.